From a dataset of Catalyst prediction with 721,799 reactions and 888 catalyst types from USPTO. Predict which catalyst facilitates the given reaction. (1) Reactant: C(OC(=O)[NH:7][C:8]1[CH:13]=[CH:12][CH:11]=[CH:10][CH:9]=1)(C)(C)C.[Li]C(C)(C)C.CCCCC.CON(C)[C:28]([CH:30]1[CH2:34][CH2:33][CH2:32][CH2:31]1)=[O:29]. Product: [NH2:7][C:8]1[CH:9]=[CH:10][CH:11]=[CH:12][C:13]=1[C:28]([CH:30]1[CH2:34][CH2:33][CH2:32][CH2:31]1)=[O:29]. The catalyst class is: 28. (2) Reactant: C(O[C:4](=O)[CH:5]([CH3:24])[CH2:6][N:7]([C:14]1[C:19]([N+:20]([O-])=O)=[CH:18][N:17]=[C:16]([Cl:23])[N:15]=1)[CH2:8][CH:9]1[CH2:13][CH2:12][CH2:11][CH2:10]1)C.[C:26](O)(=O)C. Product: [Cl:23][C:16]1[N:17]=[CH:18][C:19]2[NH:20][C:24](=[CH2:26])[CH:5]([CH3:4])[CH2:6][N:7]([CH2:8][CH:9]3[CH2:10][CH2:11][CH2:12][CH2:13]3)[C:14]=2[N:15]=1. The catalyst class is: 292. (3) Reactant: [CH3:1][O:2][C:3]1[CH:30]=[C:29]([O:31][CH3:32])[CH:28]=[CH:27][C:4]=1[CH2:5][N:6]1[C:10]2=[N:11][C:12]([C:21]3[O:22][CH:23]=[CH:24][CH:25]=3)=[C:13]([C:15]3[CH:20]=[CH:19][N:18]=[CH:17][N:16]=3)[CH:14]=[C:9]2[NH:8][C:7]1=[O:26].[H-].[Na+].[H][H].[CH3:37]I. Product: [CH3:1][O:2][C:3]1[CH:30]=[C:29]([O:31][CH3:32])[CH:28]=[CH:27][C:4]=1[CH2:5][N:6]1[C:10]2=[N:11][C:12]([C:21]3[O:22][CH:23]=[CH:24][CH:25]=3)=[C:13]([C:15]3[CH:20]=[CH:19][N:18]=[CH:17][N:16]=3)[CH:14]=[C:9]2[N:8]([CH3:37])[C:7]1=[O:26]. The catalyst class is: 9. (4) Reactant: [CH:1]1([C:6](=O)[CH2:7][C:8]#[N:9])[CH2:5][CH2:4][CH2:3][CH2:2]1.O.[NH2:12][NH2:13]. Product: [CH:1]1([C:6]2[CH:7]=[C:8]([NH2:9])[NH:12][N:13]=2)[CH2:5][CH2:4][CH2:3][CH2:2]1. The catalyst class is: 8.